This data is from NCI-60 drug combinations with 297,098 pairs across 59 cell lines. The task is: Regression. Given two drug SMILES strings and cell line genomic features, predict the synergy score measuring deviation from expected non-interaction effect. (1) Drug 1: CCC1(C2=C(COC1=O)C(=O)N3CC4=CC5=C(C=CC(=C5CN(C)C)O)N=C4C3=C2)O.Cl. Drug 2: N.N.Cl[Pt+2]Cl. Cell line: RXF 393. Synergy scores: CSS=27.6, Synergy_ZIP=0.657, Synergy_Bliss=1.39, Synergy_Loewe=-22.3, Synergy_HSA=3.37. (2) Drug 1: C1=NC2=C(N=C(N=C2N1C3C(C(C(O3)CO)O)F)Cl)N. Drug 2: C(CCl)NC(=O)N(CCCl)N=O. Cell line: HL-60(TB). Synergy scores: CSS=54.1, Synergy_ZIP=1.47, Synergy_Bliss=2.30, Synergy_Loewe=-47.6, Synergy_HSA=1.14.